Dataset: NCI-60 drug combinations with 297,098 pairs across 59 cell lines. Task: Regression. Given two drug SMILES strings and cell line genomic features, predict the synergy score measuring deviation from expected non-interaction effect. (1) Drug 1: CCCCCOC(=O)NC1=NC(=O)N(C=C1F)C2C(C(C(O2)C)O)O. Drug 2: CS(=O)(=O)OCCCCOS(=O)(=O)C. Cell line: PC-3. Synergy scores: CSS=4.78, Synergy_ZIP=-1.95, Synergy_Bliss=-0.561, Synergy_Loewe=0.760, Synergy_HSA=0.0125. (2) Drug 1: CCN(CC)CCNC(=O)C1=C(NC(=C1C)C=C2C3=C(C=CC(=C3)F)NC2=O)C. Drug 2: C1=CC=C(C(=C1)C(C2=CC=C(C=C2)Cl)C(Cl)Cl)Cl. Cell line: HCC-2998. Synergy scores: CSS=0.232, Synergy_ZIP=0.905, Synergy_Bliss=2.56, Synergy_Loewe=-0.368, Synergy_HSA=-0.433. (3) Drug 1: C1=NC2=C(N=C(N=C2N1C3C(C(C(O3)CO)O)F)Cl)N. Drug 2: CC(C)(C#N)C1=CC(=CC(=C1)CN2C=NC=N2)C(C)(C)C#N. Cell line: UO-31. Synergy scores: CSS=-5.28, Synergy_ZIP=3.03, Synergy_Bliss=2.93, Synergy_Loewe=-3.82, Synergy_HSA=-3.82. (4) Drug 2: CC1C(C(CC(O1)OC2CC(OC(C2O)C)OC3=CC4=CC5=C(C(=O)C(C(C5)C(C(=O)C(C(C)O)O)OC)OC6CC(C(C(O6)C)O)OC7CC(C(C(O7)C)O)OC8CC(C(C(O8)C)O)(C)O)C(=C4C(=C3C)O)O)O)O. Cell line: NCI-H522. Drug 1: COC1=CC(=CC(=C1O)OC)C2C3C(COC3=O)C(C4=CC5=C(C=C24)OCO5)OC6C(C(C7C(O6)COC(O7)C8=CC=CS8)O)O. Synergy scores: CSS=83.1, Synergy_ZIP=31.7, Synergy_Bliss=31.5, Synergy_Loewe=29.6, Synergy_HSA=32.4. (5) Drug 1: CC1C(C(=O)NC(C(=O)N2CCCC2C(=O)N(CC(=O)N(C(C(=O)O1)C(C)C)C)C)C(C)C)NC(=O)C3=C4C(=C(C=C3)C)OC5=C(C(=O)C(=C(C5=N4)C(=O)NC6C(OC(=O)C(N(C(=O)CN(C(=O)C7CCCN7C(=O)C(NC6=O)C(C)C)C)C)C(C)C)C)N)C. Drug 2: CN(CC1=CN=C2C(=N1)C(=NC(=N2)N)N)C3=CC=C(C=C3)C(=O)NC(CCC(=O)O)C(=O)O. Cell line: SK-MEL-5. Synergy scores: CSS=19.5, Synergy_ZIP=-9.66, Synergy_Bliss=-1.10, Synergy_Loewe=-2.18, Synergy_HSA=0.801. (6) Drug 1: C1CCC(CC1)NC(=O)N(CCCl)N=O. Drug 2: C1=NNC2=C1C(=O)NC=N2. Cell line: NCI-H522. Synergy scores: CSS=27.3, Synergy_ZIP=-9.51, Synergy_Bliss=1.49, Synergy_Loewe=2.14, Synergy_HSA=3.81. (7) Drug 1: CC(C1=C(C=CC(=C1Cl)F)Cl)OC2=C(N=CC(=C2)C3=CN(N=C3)C4CCNCC4)N. Drug 2: C1=NC2=C(N=C(N=C2N1C3C(C(C(O3)CO)O)F)Cl)N. Cell line: UACC-257. Synergy scores: CSS=13.3, Synergy_ZIP=-6.07, Synergy_Bliss=-2.79, Synergy_Loewe=-18.3, Synergy_HSA=-3.18.